Dataset: Reaction yield outcomes from USPTO patents with 853,638 reactions. Task: Predict the reaction yield, written as a fraction of the theoretical maximum amount of product (1.0 means a 100% yield; for example, 0.34 means a 34% yield). (1) The reactants are [H-].[H-].[H-].[H-].[Li+].[Al+3].[CH3:7][C@H:8]([C@H:23]([CH3:27])[CH2:24][CH2:25][CH3:26])[C:9](N1[C@H](C2C=CC=CC=2)COC1=O)=[O:10].O. The catalyst is C1COCC1. The product is [CH3:7][C@H:8]([C@H:23]([CH3:27])[CH2:24][CH2:25][CH3:26])[CH2:9][OH:10]. The yield is 1.00. (2) The product is [C:1]([NH:4][C:5]1[CH:14]=[C:13]2[C:8]([CH:9]=[CH:10][N:11]3[C:17]([C:18]([NH2:30])=[O:20])=[C:16]([C:21]4[CH:26]=[CH:25][C:24]([Cl:27])=[CH:23][C:22]=4[Cl:28])[N:15]=[C:12]32)=[CH:7][N:6]=1)(=[O:3])[CH3:2]. The reactants are [C:1]([NH:4][C:5]1[CH:14]=[C:13]2[C:8]([CH:9]=[CH:10][N:11]3[C:17]([C:18]([OH:20])=O)=[C:16]([C:21]4[CH:26]=[CH:25][C:24]([Cl:27])=[CH:23][C:22]=4[Cl:28])[N:15]=[C:12]32)=[CH:7][N:6]=1)(=[O:3])[CH3:2].C[N:30](C(ON1N=NC2C=CC=CC1=2)=[N+](C)C)C.[B-](F)(F)(F)F.N. The yield is 0.0600. The catalyst is C(Cl)Cl.O. (3) The reactants are [Br:1][C:2]1[C:3](O)=[N:4][CH:5]=[C:6]([N+:8]([O-:10])=[O:9])[CH:7]=1.N1C2C(=CC=CC=2)C=CC=1.O=P(Cl)(Cl)[Cl:24]. The catalyst is O. The product is [Br:1][C:2]1[C:3]([Cl:24])=[N:4][CH:5]=[C:6]([N+:8]([O-:10])=[O:9])[CH:7]=1. The yield is 0.820. (4) The reactants are OC1C=CC(CNC(=O)C2C=CC(NC3C4N(C=CN=4)C(C4C=NNC=4)=CN=3)=CC=2)=CC=1.[Br:33][C:34]1[N:39]2[CH:40]=[CH:41][N:42]=[C:38]2[C:37](Br)=[N:36][CH:35]=1.[CH3:44][N:45]([CH2:47][C:48]1[N:49]=[N:50][N:51]([C:53]2[CH:58]=[CH:57][C:56]([NH2:59])=[CH:55][CH:54]=2)[CH:52]=1)[CH3:46].CC([O-])(C)C.[Na+].CC1(C)C2C(=C(P(C3C=CC=CC=3)C3C=CC=CC=3)C=CC=2)OC2C(P(C3C=CC=CC=3)C3C=CC=CC=3)=CC=CC1=2. The catalyst is C1C=CC(/C=C/C(/C=C/C2C=CC=CC=2)=O)=CC=1.C1C=CC(/C=C/C(/C=C/C2C=CC=CC=2)=O)=CC=1.C1C=CC(/C=C/C(/C=C/C2C=CC=CC=2)=O)=CC=1.[Pd].[Pd].C1(C)C=CC=CC=1. The product is [Br:33][C:34]1[N:39]2[CH:40]=[CH:41][N:42]=[C:38]2[C:37]([NH:59][C:56]2[CH:55]=[CH:54][C:53]([N:51]3[CH:52]=[C:48]([CH2:47][N:45]([CH3:46])[CH3:44])[N:49]=[N:50]3)=[CH:58][CH:57]=2)=[N:36][CH:35]=1. The yield is 0.360. (5) The reactants are [Na].[N:2]1([C:8]([NH2:10])=[NH:9])[CH2:7][CH2:6][CH2:5][CH2:4][CH2:3]1.[C:11]([O:15][C:16]([N:18]1[CH2:23][CH2:22][CH:21]([C:24](=O)[CH2:25][C:26](OCC)=[O:27])[CH2:20][CH2:19]1)=[O:17])([CH3:14])([CH3:13])[CH3:12]. The catalyst is C(O)C. The product is [C:11]([O:15][C:16]([N:18]1[CH2:19][CH2:20][CH:21]([C:24]2[CH:25]=[C:26]([OH:27])[N:10]=[C:8]([N:2]3[CH2:7][CH2:6][CH2:5][CH2:4][CH2:3]3)[N:9]=2)[CH2:22][CH2:23]1)=[O:17])([CH3:14])([CH3:13])[CH3:12]. The yield is 0.440. (6) The reactants are ClC(OC1C=CC([N+]([O-])=O)=CC=1)=[O:3].C[CH2:15][N:16]([CH:20](C)C)C(C)C.[C:23]([O:27][C:28](=[O:43])[N:29]([CH2:33][C:34]1[CH:39]=[C:38]([CH2:40][OH:41])[CH:37]=[CH:36][C:35]=1[Cl:42])[CH:30]1[CH2:32][CH2:31]1)([CH3:26])([CH3:25])[CH3:24].CN. The catalyst is CC#N. The product is [C:23]([O:27][C:28](=[O:43])[N:29]([CH2:33][C:34]1[CH:39]=[C:38]([CH2:40][O:41][C:15](=[O:3])[NH:16][CH3:20])[CH:37]=[CH:36][C:35]=1[Cl:42])[CH:30]1[CH2:31][CH2:32]1)([CH3:26])([CH3:24])[CH3:25]. The yield is 0.740. (7) The yield is 0.350. The reactants are [NH2:1][CH:2]1[CH2:7][CH2:6][N:5]([CH2:8][CH2:9][O:10][C:11]2[CH:16]=[CH:15][C:14]([NH:17][C:18](=[O:29])[C:19]3[CH:24]=[CH:23][CH:22]=[C:21]([C:25]([F:28])([F:27])[F:26])[CH:20]=3)=[CH:13][C:12]=2[C:30]2[N:31]([CH3:36])[N:32]=[CH:33][C:34]=2[Cl:35])[CH2:4][CH2:3]1.[CH3:37][S:38](Cl)(=[O:40])=[O:39]. The product is [Cl:35][C:34]1[CH:33]=[N:32][N:31]([CH3:36])[C:30]=1[C:12]1[CH:13]=[C:14]([NH:17][C:18](=[O:29])[C:19]2[CH:24]=[CH:23][CH:22]=[C:21]([C:25]([F:27])([F:28])[F:26])[CH:20]=2)[CH:15]=[CH:16][C:11]=1[O:10][CH2:9][CH2:8][N:5]1[CH2:4][CH2:3][CH:2]([NH:1][S:38]([CH3:37])(=[O:40])=[O:39])[CH2:7][CH2:6]1. The catalyst is CC(N(C)C)=O. (8) The reactants are [C:1]1([C:7]2[CH:15]=[CH:14][CH:13]=[C:12]3[C:8]=2[CH2:9][C:10](=[O:16])[NH:11]3)[CH:6]=[CH:5][CH:4]=[CH:3][CH:2]=1.[CH3:17][C:18]1[C:22]([C:23]([N:25]2[CH2:30][CH2:29][N:28]([CH3:31])[CH2:27][CH2:26]2)=[O:24])=[C:21]([CH3:32])[NH:20][C:19]=1[CH:33]=O.N1CCCCC1. The catalyst is C(O)C. The product is [CH3:17][C:18]1[C:22]([C:23]([N:25]2[CH2:26][CH2:27][N:28]([CH3:31])[CH2:29][CH2:30]2)=[O:24])=[C:21]([CH3:32])[NH:20][C:19]=1[CH:33]=[C:9]1[C:8]2[C:12](=[CH:13][CH:14]=[CH:15][C:7]=2[C:1]2[CH:2]=[CH:3][CH:4]=[CH:5][CH:6]=2)[NH:11][C:10]1=[O:16]. The yield is 0.570. (9) The reactants are [CH3:1][C:2]1[CH:6]=[C:5]([C:7]([F:10])([F:9])[F:8])[N:4]([C:11]2[CH:18]=[CH:17][C:14]([CH:15]=O)=[CH:13][CH:12]=2)[N:3]=1.[F:19][C:20]1[CH:25]=[CH:24][C:23]([F:26])=[CH:22][C:21]=1[CH2:27][C:28]#[N:29].[OH-].[K+]. The catalyst is C(O)C. The product is [F:19][C:20]1[CH:25]=[CH:24][C:23]([F:26])=[CH:22][C:21]=1[C:27](=[CH:15][C:14]1[CH:17]=[CH:18][C:11]([N:4]2[C:5]([C:7]([F:10])([F:9])[F:8])=[CH:6][C:2]([CH3:1])=[N:3]2)=[CH:12][CH:13]=1)[C:28]#[N:29]. The yield is 0.870. (10) The product is [CH3:1][C:2]1[S:6][CH:5]=[N:4][C:3]=1[C:7]([OH:9])=[O:8]. The yield is 0.500. The reactants are [CH3:1][C:2]1[S:6][CH:5]=[N:4][C:3]=1[C:7]([O:9]C)=[O:8].[OH-].[Na+].Cl. The catalyst is CO.